This data is from Catalyst prediction with 721,799 reactions and 888 catalyst types from USPTO. The task is: Predict which catalyst facilitates the given reaction. (1) Reactant: [Cl:1][C:2]1[CH:9]=[C:8](F)[CH:7]=[CH:6][C:3]=1[C:4]#[N:5].[OH:11][CH2:12][CH:13]([CH2:16][OH:17])[CH2:14][OH:15].[H-].[Na+]. Product: [Cl:1][C:2]1[CH:9]=[C:8]([O:11][CH2:12][CH:13]([CH2:16][OH:17])[CH2:14][OH:15])[CH:7]=[CH:6][C:3]=1[C:4]#[N:5]. The catalyst class is: 60. (2) Reactant: C([O:3][C:4](=[O:23])[CH2:5][N:6]1[CH2:11][CH2:10][CH:9]([C:12]2[O:13][C:14]([C:17]3[CH:22]=[CH:21][CH:20]=[CH:19][CH:18]=3)=[N:15][N:16]=2)[CH2:8][CH2:7]1)C.[OH-].[Na+].Cl. Product: [C:17]1([C:14]2[O:13][C:12]([CH:9]3[CH2:8][CH2:7][N:6]([CH2:5][C:4]([OH:23])=[O:3])[CH2:11][CH2:10]3)=[N:16][N:15]=2)[CH:18]=[CH:19][CH:20]=[CH:21][CH:22]=1. The catalyst class is: 88.